From a dataset of Forward reaction prediction with 1.9M reactions from USPTO patents (1976-2016). Predict the product of the given reaction. (1) Given the reactants [CH3:1][N:2]1[C:10](=[O:11])[C:9]2[NH:8][C:7]([N:12]3[CH2:17][CH2:16][N:15]([C:18]([O:20][C:21]([CH3:24])([CH3:23])[CH3:22])=[O:19])[CH2:14][CH2:13]3)=[N:6][C:5]=2[N:4]([CH3:25])[C:3]1=[O:26].[CH:27]([C:29]1[CH:34]=[CH:33][CH:32]=[CH:31][C:30]=1B(O)O)=[O:28].N1C=CC=CC=1, predict the reaction product. The product is: [CH:27]([C:29]1[CH:34]=[CH:33][CH:32]=[CH:31][C:30]=1[N:8]1[C:9]2[C:10](=[O:11])[N:2]([CH3:1])[C:3](=[O:26])[N:4]([CH3:25])[C:5]=2[N:6]=[C:7]1[N:12]1[CH2:13][CH2:14][N:15]([C:18]([O:20][C:21]([CH3:22])([CH3:23])[CH3:24])=[O:19])[CH2:16][CH2:17]1)=[O:28]. (2) Given the reactants [N:12]1[C:13]2[C:8](=CC=[C:8]3[C:13]=2[N:12]=[CH:11][CH:10]=[CH:9]3)[CH:9]=[CH:10][CH:11]=1.[C:15]([O-:18])([O-])=O.[Cs+].[Cs+].[F:21][C:22]1[CH:23]=[C:24](I)[CH:25]=C[CH:27]=1.[C:29]1(C)C=CC=C[CH:30]=1, predict the reaction product. The product is: [F:21][C:22]1[CH:27]=[C:15]([CH:25]=[CH:24][CH:23]=1)[O:18][C@@H:8]1[CH:9]2[CH2:10][CH2:11][N:12]([CH2:29][CH2:30]2)[CH2:13]1.